The task is: Predict the reactants needed to synthesize the given product.. This data is from Full USPTO retrosynthesis dataset with 1.9M reactions from patents (1976-2016). (1) Given the product [ClH:37].[Cl:37][C:30]1[C:31]([F:36])=[CH:32][CH:33]=[C:34]([F:35])[C:29]=1[CH2:28][N:25]1[C:23]2=[N:24][C:19]([C:17]3[CH:16]=[N:15][N:14]([CH:11]4[CH2:12][CH2:13][NH:8][CH2:9][CH2:10]4)[CH:18]=3)=[CH:20][CH:21]=[C:22]2[N:27]=[N:26]1, predict the reactants needed to synthesize it. The reactants are: C(OC([N:8]1[CH2:13][CH2:12][CH:11]([N:14]2[CH:18]=[C:17]([C:19]3[N:24]=[C:23]4[N:25]([CH2:28][C:29]5[C:34]([F:35])=[CH:33][CH:32]=[C:31]([F:36])[C:30]=5[Cl:37])[N:26]=[N:27][C:22]4=[CH:21][CH:20]=3)[CH:16]=[N:15]2)[CH2:10][CH2:9]1)=O)(C)(C)C.[OH-].[Na+]. (2) Given the product [NH2:3][O:12][CH2:13][CH2:14][O:15][CH:16]1[CH2:21][CH2:20][N:19]([C:22]([O:24][C:25]([CH3:28])([CH3:27])[CH3:26])=[O:23])[CH2:18][CH2:17]1, predict the reactants needed to synthesize it. The reactants are: O=C1C2C(=CC=CC=2)C(=O)[N:3]1[O:12][CH2:13][CH2:14][O:15][CH:16]1[CH2:21][CH2:20][N:19]([C:22]([O:24][C:25]([CH3:28])([CH3:27])[CH3:26])=[O:23])[CH2:18][CH2:17]1.O.NN.